Task: Predict the product of the given reaction.. Dataset: Forward reaction prediction with 1.9M reactions from USPTO patents (1976-2016) (1) Given the reactants [Cl:1][C:2]1[C:3]([N:13]2[CH2:18][CH2:17][NH:16][CH2:15][CH2:14]2)=[N:4][CH:5]=[C:6]([CH:12]=1)[C:7]([O:9][CH2:10][CH3:11])=[O:8].[Cl:19][C:20]1[CH:25]=[C:24]([N:26]=[C:27]=[O:28])[C:23]([Cl:29])=[CH:22][C:21]=1[Cl:30], predict the reaction product. The product is: [Cl:1][C:2]1[C:3]([N:13]2[CH2:18][CH2:17][N:16]([C:27]([NH:26][C:24]3[CH:25]=[C:20]([Cl:19])[C:21]([Cl:30])=[CH:22][C:23]=3[Cl:29])=[O:28])[CH2:15][CH2:14]2)=[N:4][CH:5]=[C:6]([CH:12]=1)[C:7]([O:9][CH2:10][CH3:11])=[O:8]. (2) Given the reactants [CH2:1]([O:3][C:4]1[CH:9]=[CH:8][C:7]([CH2:10][CH2:11][C:12](O)=O)=[CH:6][CH:5]=1)[CH3:2].CN(C(ON1N=NC2C=CC=NC1=2)=[N+](C)C)C.F[P-](F)(F)(F)(F)F.CCN(C(C)C)C(C)C.[NH2:48][C:49]1[CH:50]=[C:51]([CH:59]=[CH:60][C:61]=1[NH:62][CH2:63][CH:64]1[CH2:66][CH2:65]1)[C:52]([N:54]([CH2:57][CH3:58])[CH2:55][CH3:56])=[O:53], predict the reaction product. The product is: [CH:64]1([CH2:63][N:62]2[C:61]3[CH:60]=[CH:59][C:51]([C:52]([N:54]([CH2:57][CH3:58])[CH2:55][CH3:56])=[O:53])=[CH:50][C:49]=3[N:48]=[C:12]2[CH2:11][CH2:10][C:7]2[CH:6]=[CH:5][C:4]([O:3][CH2:1][CH3:2])=[CH:9][CH:8]=2)[CH2:65][CH2:66]1. (3) Given the reactants ClC1C=C2C(=CC=1)[N:7](S(C1C=CC=CC=1)(=O)=O)C(C(OCC)=O)=C2S(Cl)(=O)=O.[I:29][C:30]1[CH:31]=[C:32]2[C:36](=[CH:37][CH:38]=1)[N:35](S(C1C=CC=CC=1)(=O)=O)[C:34]([C:48](OCC)=[O:49])=[C:33]2[S:53](Cl)(=[O:55])=[O:54].Cl.CN.Cl.[CH3:61][O:62][NH:63][CH3:64], predict the reaction product. The product is: [I:29][C:30]1[CH:31]=[C:32]2[C:36](=[CH:37][CH:38]=1)[NH:35][C:34]([C:48]([NH2:7])=[O:49])=[C:33]2[S:53]([N:63]([O:62][CH3:61])[CH3:64])(=[O:54])=[O:55]. (4) Given the reactants [OH:1][C:2]1[CH:14]=[CH:13][C:5]2[C:6]([CH2:9][C:10]([NH2:12])=[O:11])=[CH:7][O:8][C:4]=2[CH:3]=1.ClCCl.N1C=CN=C1.[C:23]([Si:27]([C:35]1[CH:40]=[CH:39][CH:38]=[CH:37][CH:36]=1)([C:29]1[CH:34]=[CH:33][CH:32]=[CH:31][CH:30]=1)Cl)([CH3:26])([CH3:25])[CH3:24], predict the reaction product. The product is: [C:23]([Si:27]([C:35]1[CH:40]=[CH:39][CH:38]=[CH:37][CH:36]=1)([C:29]1[CH:30]=[CH:31][CH:32]=[CH:33][CH:34]=1)[O:1][C:2]1[CH:14]=[CH:13][C:5]2[C:6]([CH2:9][C:10]([NH2:12])=[O:11])=[CH:7][O:8][C:4]=2[CH:3]=1)([CH3:26])([CH3:24])[CH3:25]. (5) Given the reactants Cl.[O:2]1[C:8]2[CH:9]=[CH:10][C:11]([C:13]3[CH:14]=[C:15]4[NH:21][C:20]([NH:22]C(=O)OC)=[N:19][C:16]4=[N:17][CH:18]=3)=[CH:12][C:7]=2[CH2:6][NH:5][CH2:4][CH2:3]1.Cl[C:28]1[C:37]2[CH2:36][CH2:35][C@H:34]([CH2:38][CH3:39])[CH2:33][C:32]=2[N:31]=[CH:30][N:29]=1.C(N(CC)C(C)C)(C)C, predict the reaction product. The product is: [CH2:38]([C@@H:34]1[CH2:33][C:32]2[N:31]=[CH:30][N:29]=[C:28]([N:5]3[CH2:6][C:7]4[CH:12]=[C:11]([C:13]5[CH:14]=[C:15]6[NH:21][C:20]([NH2:22])=[N:19][C:16]6=[N:17][CH:18]=5)[CH:10]=[CH:9][C:8]=4[O:2][CH2:3][CH2:4]3)[C:37]=2[CH2:36][CH2:35]1)[CH3:39]. (6) Given the reactants Cl.[CH3:2][S:3]([C:6]1[N:11]=[CH:10][C:9]([O:12][C@H:13]2[CH2:17][CH2:16][N:15]([CH:18]3[CH2:23][CH2:22][NH:21][CH2:20][CH2:19]3)[C:14]2=[O:24])=[CH:8][CH:7]=1)(=[O:5])=[O:4].CCN(C(C)C)C(C)C.Cl[C:35]1[N:40]=[CH:39][C:38]([CH2:41][CH3:42])=[CH:37][N:36]=1.O, predict the reaction product. The product is: [CH2:41]([C:38]1[CH:37]=[N:36][C:35]([N:21]2[CH2:22][CH2:23][CH:18]([N:15]3[CH2:16][CH2:17][C@H:13]([O:12][C:9]4[CH:10]=[N:11][C:6]([S:3]([CH3:2])(=[O:4])=[O:5])=[CH:7][CH:8]=4)[C:14]3=[O:24])[CH2:19][CH2:20]2)=[N:40][CH:39]=1)[CH3:42]. (7) Given the reactants [Br:1][C:2]1[CH:3]=[CH:4][C:5]([F:9])=[C:6]([OH:8])[CH:7]=1.Cl[CH2:11][O:12][CH3:13], predict the reaction product. The product is: [Br:1][C:2]1[CH:3]=[CH:4][C:5]([F:9])=[C:6]([O:8][CH2:11][O:12][CH3:13])[CH:7]=1.